Dataset: Full USPTO retrosynthesis dataset with 1.9M reactions from patents (1976-2016). Task: Predict the reactants needed to synthesize the given product. (1) Given the product [Cl:1][C:2]1[CH:7]=[CH:6][C:5]([N:16]([C:17]2[CH:29]=[CH:28][C:27]3[C:26]4[C:21](=[CH:22][CH:23]=[CH:24][CH:25]=4)[C:20]([CH3:31])([CH3:30])[C:19]=3[CH:18]=2)[C:13]2[CH:12]=[CH:11][C:10]([Cl:9])=[CH:15][CH:14]=2)=[CH:4][CH:3]=1, predict the reactants needed to synthesize it. The reactants are: [Cl:1][C:2]1[CH:7]=[CH:6][C:5](I)=[CH:4][CH:3]=1.[Cl:9][C:10]1[CH:15]=[CH:14][C:13]([NH:16][C:17]2[CH:29]=[CH:28][C:27]3[C:26]4[C:21](=[CH:22][CH:23]=[CH:24][CH:25]=4)[C:20]([CH3:31])([CH3:30])[C:19]=3[CH:18]=2)=[CH:12][CH:11]=1.N1C2C(=CC=C3C=2N=CC=C3)C=CC=1.[OH-].[K+]. (2) Given the product [I:27][C:7]1[CH:15]=[C:14]([O:16][C:17]2[CH:22]=[CH:21][CH:20]=[CH:19][CH:18]=2)[CH:13]=[CH:12][C:8]=1[C:9]([OH:11])=[O:10], predict the reactants needed to synthesize it. The reactants are: S(=O)(=O)(O)O.N[C:7]1[CH:15]=[C:14]([O:16][C:17]2[CH:22]=[CH:21][CH:20]=[CH:19][CH:18]=2)[CH:13]=[CH:12][C:8]=1[C:9]([OH:11])=[O:10].N([O-])=O.[Na+].[I-:27].[K+]. (3) Given the product [CH3:49][CH2:48][CH2:47][CH2:46][CH2:44][CH2:43][CH2:42][CH2:31][CH2:32][CH2:33][CH2:34][CH2:35][O:36][S:12]([O-:15])(=[O:13])=[O:14].[Na+:16], predict the reactants needed to synthesize it. The reactants are: C1N(CCO)CCN(CC[S:12]([OH:15])(=[O:14])=[O:13])C1.[Na+:16].[Cl-].[Mg+2].[Cl-].[Cl-].C(S)[C@@H](O)[C@H](O)CS.C[C@H]1[C:35](=[O:36])[C:34](OC)=[C:33](OC)[C@H:32](O)[C@@H:31]1[CH2:42]/[CH:43]=[C:44](/[CH2:46][CH2:47]/[CH:48]=[C:49](/CCC=C(C)C)\C)\C. (4) Given the product [Br:19][CH2:16][C:3]1[C:4]([O:8][CH2:9][C:10]2[CH:15]=[CH:14][CH:13]=[CH:12][CH:11]=2)=[CH:5][CH:6]=[CH:7][C:2]=1[Cl:1], predict the reactants needed to synthesize it. The reactants are: [Cl:1][C:2]1[CH:7]=[CH:6][CH:5]=[C:4]([O:8][CH2:9][C:10]2[CH:15]=[CH:14][CH:13]=[CH:12][CH:11]=2)[C:3]=1[CH2:16]O.P(Br)(Br)[Br:19].C(=O)([O-])O.[Na+]. (5) The reactants are: [CH2:1]([C:4]1[C:8]([CH2:9][CH2:10][CH2:11][CH2:12][OH:13])=[CH:7][N:6]([C:14]2[CH:19]=[CH:18][C:17]([C:20]([F:23])([F:22])[F:21])=[CH:16][N:15]=2)[N:5]=1)[CH2:2][CH3:3].O[C:25]1[C:29]([CH2:30][C:31]([O:33]C)=[O:32])=[CH:28][N:27]([C:35]2[CH:40]=[CH:39][CH:38]=[CH:37][CH:36]=2)[N:26]=1.C(P(CCCC)CCCC)CCC.N(C(N1CCCCC1)=O)=NC(N1CCCCC1)=O. Given the product [C:35]1([N:27]2[CH:28]=[C:29]([CH2:30][C:31]([OH:33])=[O:32])[C:25]([O:13][CH2:12][CH2:11][CH2:10][CH2:9][C:8]3[C:4]([CH2:1][CH2:2][CH3:3])=[N:5][N:6]([C:14]4[CH:19]=[CH:18][C:17]([C:20]([F:22])([F:21])[F:23])=[CH:16][N:15]=4)[CH:7]=3)=[N:26]2)[CH:40]=[CH:39][CH:38]=[CH:37][CH:36]=1, predict the reactants needed to synthesize it. (6) Given the product [C:7]([C:6]1[CH:9]=[CH:10][C:3]([OH:2])=[CH:4][CH:5]=1)#[N:8], predict the reactants needed to synthesize it. The reactants are: C[O:2][C:3]1[CH:10]=[CH:9][C:6]([C:7]#[N:8])=[CH:5][CH:4]=1.C[O-].[Na+].CO. (7) Given the product [C:1]([O:4][C@H:5]1[CH2:22][CH2:21][C@@:20]2([CH3:23])[C:7](=[CH:8][CH2:9][C@@H:10]3[C@@H:19]2[CH2:18][CH2:17][C@@:15]2([CH3:16])[C@H:11]3[CH2:12][C:13]([CH:25]=[O:26])=[C:14]2[N:28]2[N:29]=[CH:30][CH:31]=[N:27]2)[CH2:6]1)(=[O:3])[CH3:2].[C:1]([O:4][C@H:5]1[CH2:22][CH2:21][C@@:20]2([CH3:23])[C:7](=[CH:8][CH2:9][C@@H:10]3[C@@H:19]2[CH2:18][CH2:17][C@@:15]2([CH3:16])[C@H:11]3[CH2:12][C:13]([CH:25]=[O:26])=[C:14]2[N:27]2[CH:31]=[CH:30][N:29]=[N:28]2)[CH2:6]1)(=[O:3])[CH3:2], predict the reactants needed to synthesize it. The reactants are: [C:1]([O:4][C@H:5]1[CH2:22][CH2:21][C@@:20]2([CH3:23])[C:7](=[CH:8][CH2:9][C@@H:10]3[C@@H:19]2[CH2:18][CH2:17][C@@:15]2([CH3:16])[C@H:11]3[CH2:12][C:13]([CH:25]=[O:26])=[C:14]2Cl)[CH2:6]1)(=[O:3])[CH3:2].[NH:27]1[CH:31]=[CH:30][N:29]=[N:28]1.C([O-])([O-])=O.[K+].[K+]. (8) The reactants are: [NH2:1][CH2:2][CH2:3][NH:4][CH2:5][CH2:6][CH2:7][Si:8]([O:15][CH2:16]C)([O:12][CH2:13]C)[O:9][CH2:10]C.NCCCCCCNC[Si](OCC)(OCC)OCC.NCCCCCCNC[Si](OC)(OC)OC.NCCCCCCNCCC[Si](OCC)(OCC)OCC.NCCCCCCNCCC[Si](OC)(OC)OC.NCCNCCCCCCCCCCC[Si](OC)(OC)OC.NCCNCCCO[Si](CCC1C=CC=CC=1)(OC)OC.NCCNCCC[Si](O)(O)O.NCCNCCC[Si](C)(OC)OC. Given the product [NH2:1][CH2:2][CH2:3][NH:4][CH2:5][CH2:6][CH2:7][Si:8]([O:15][CH3:16])([O:9][CH3:10])[O:12][CH3:13], predict the reactants needed to synthesize it. (9) Given the product [OH:36][CH2:35][CH:30]1[N:29]([CH3:28])[CH2:34][CH2:33][N:32]([CH2:2][C:3]([NH:5][C:6]2[CH:27]=[CH:26][C:9]3[N:10]=[C:11]([NH:14][CH:15]4[C:23]5[C:18](=[CH:19][CH:20]=[CH:21][C:22]=5[O:24][CH3:25])[CH2:17][CH2:16]4)[O:12][CH2:13][C:8]=3[CH:7]=2)=[O:4])[CH2:31]1, predict the reactants needed to synthesize it. The reactants are: Cl[CH2:2][C:3]([NH:5][C:6]1[CH:27]=[CH:26][C:9]2[N:10]=[C:11]([NH:14][CH:15]3[C:23]4[C:18](=[CH:19][CH:20]=[CH:21][C:22]=4[O:24][CH3:25])[CH2:17][CH2:16]3)[O:12][CH2:13][C:8]=2[CH:7]=1)=[O:4].[CH3:28][N:29]1[CH2:34][CH2:33][NH:32][CH2:31][CH:30]1[CH2:35][OH:36].C(N(C(C)C)CC)(C)C. (10) Given the product [Cl:1][C:2]1[CH:7]=[CH:6][CH:5]=[CH:4][C:3]=1[N:8]([C:17]1[C:18]([C:29]([F:31])([F:32])[F:30])=[CH:19][C:20]([N+:26]([O-:28])=[O:27])=[CH:21][C:22]=1[N+:23]([O-:25])=[O:24])[C:9](=[O:13])[O:10][CH2:11][CH3:12], predict the reactants needed to synthesize it. The reactants are: [Cl:1][C:2]1[CH:7]=[CH:6][CH:5]=[CH:4][C:3]=1[NH:8][C:9](=[O:13])[O:10][CH2:11][CH3:12].[H-].[Na+].Cl[C:17]1[C:22]([N+:23]([O-:25])=[O:24])=[CH:21][C:20]([N+:26]([O-:28])=[O:27])=[CH:19][C:18]=1[C:29]([F:32])([F:31])[F:30].Cl.